Predict the reactants needed to synthesize the given product. From a dataset of Full USPTO retrosynthesis dataset with 1.9M reactions from patents (1976-2016). Given the product [Cl:1][C:2]1[C:3]2[CH:10]=[CH:9][N:8]([C@H:11]([CH3:14])[CH2:12][O:13][CH:16]3[CH2:17][CH2:18][CH2:19][CH2:20][O:15]3)[C:4]=2[N:5]=[CH:6][N:7]=1, predict the reactants needed to synthesize it. The reactants are: [Cl:1][C:2]1[C:3]2[CH:10]=[CH:9][N:8]([C@H:11]([CH3:14])[CH2:12][OH:13])[C:4]=2[N:5]=[CH:6][N:7]=1.[O:15]1[CH:20]=[CH:19][CH2:18][CH2:17][CH2:16]1.CC1C=CC(S([O-])(=O)=O)=CC=1.C1C=C[NH+]=CC=1.